From a dataset of Forward reaction prediction with 1.9M reactions from USPTO patents (1976-2016). Predict the product of the given reaction. (1) Given the reactants [Si:1]([O:8][C:9]1([CH2:12][CH:13]=O)[CH2:11][CH2:10]1)([C:4]([CH3:7])([CH3:6])[CH3:5])([CH3:3])[CH3:2].[Si](O)(CC)(CC)CC.[CH3:23][C:24]([S@:27]([NH2:29])=[O:28])([CH3:26])[CH3:25], predict the reaction product. The product is: [Si:1]([O:8][C:9]1([CH2:12]/[CH:13]=[N:29]/[S@@:27]([C:24]([CH3:26])([CH3:25])[CH3:23])=[O:28])[CH2:11][CH2:10]1)([C:4]([CH3:7])([CH3:6])[CH3:5])([CH3:3])[CH3:2]. (2) Given the reactants [CH:1]1([N:5]2[CH2:10][CH2:9][CH:8]([O:11][C:12]3[CH:17]=[CH:16][C:15]([C:18]4([CH2:24][NH2:25])[CH2:23][CH2:22][O:21][CH2:20][CH2:19]4)=[CH:14][CH:13]=3)[CH2:7][CH2:6]2)[CH2:4][CH2:3][CH2:2]1.I[C:27]1[CH:28]=[N:29][CH:30]=[CH:31][CH:32]=1, predict the reaction product. The product is: [CH:1]1([N:5]2[CH2:10][CH2:9][CH:8]([O:11][C:12]3[CH:17]=[CH:16][C:15]([C:18]4([CH2:24][NH:25][C:27]5[CH:28]=[N:29][CH:30]=[CH:31][CH:32]=5)[CH2:19][CH2:20][O:21][CH2:22][CH2:23]4)=[CH:14][CH:13]=3)[CH2:7][CH2:6]2)[CH2:4][CH2:3][CH2:2]1. (3) Given the reactants [Br:1][C:2]1[CH:9]=[CH:8][C:5]([CH:6]=O)=[CH:4][CH:3]=1.C([O-])(=O)C.[Na+].Cl.[NH2:16][OH:17], predict the reaction product. The product is: [Br:1][C:2]1[CH:9]=[CH:8][C:5]([CH:6]=[N:16][OH:17])=[CH:4][CH:3]=1.